This data is from Catalyst prediction with 721,799 reactions and 888 catalyst types from USPTO. The task is: Predict which catalyst facilitates the given reaction. (1) Reactant: [Cl:1][C:2]1[CH:7]=[C:6]([C:8]2[C:17]3[C:12](=[CH:13][C:14]([S:18]([N:21]([C:31]4[CH:35]=[CH:34][O:33][N:32]=4)[CH2:22][C:23]4[CH:28]=[CH:27][C:26]([O:29][CH3:30])=[CH:25][CH:24]=4)(=[O:20])=[O:19])=[CH:15][CH:16]=3)[CH:11]=[N:10][C:9]=2[O:36]C)[C:5]([O:38][CH3:39])=[CH:4][C:3]=1[C:40]1[CH:45]=[CH:44][CH:43]=[C:42]([F:46])[CH:41]=1.[I-].[Na+].I[CH3:50]. Product: [Cl:1][C:2]1[CH:7]=[C:6]([C:8]2[C:9](=[O:36])[N:10]([CH3:50])[CH:11]=[C:12]3[C:17]=2[CH:16]=[CH:15][C:14]([S:18]([N:21]([C:31]2[CH:35]=[CH:34][O:33][N:32]=2)[CH2:22][C:23]2[CH:28]=[CH:27][C:26]([O:29][CH3:30])=[CH:25][CH:24]=2)(=[O:20])=[O:19])=[CH:13]3)[C:5]([O:38][CH3:39])=[CH:4][C:3]=1[C:40]1[CH:45]=[CH:44][CH:43]=[C:42]([F:46])[CH:41]=1. The catalyst class is: 23. (2) Reactant: [CH:1]1([N:4]2[C:13](=[O:14])[C:12]3[C:7](=[CH:8][CH:9]=[CH:10][CH:11]=3)[NH:6][C:5]2=[O:15])[CH2:3][CH2:2]1.CC(N=P(N1CCCC1)(N1CCCC1)N1CCCC1)(C)C.Cl[CH2:38][C:39]1[N:43]([CH2:44][CH2:45][CH2:46][C:47]2[N:51]=[CH:50][O:49][N:48]=2)[C:42]2[CH:52]=[CH:53][CH:54]=[CH:55][C:41]=2[N:40]=1.Cl. Product: [CH:1]1([N:4]2[C:13](=[O:14])[C:12]3[C:7](=[CH:8][CH:9]=[CH:10][CH:11]=3)[N:6]([CH2:38][C:39]3[N:43]([CH2:44][CH2:45][CH2:46][C:47]4[N:51]=[CH:50][O:49][N:48]=4)[C:42]4[CH:52]=[CH:53][CH:54]=[CH:55][C:41]=4[N:40]=3)[C:5]2=[O:15])[CH2:3][CH2:2]1. The catalyst class is: 3. (3) Reactant: [F:1][C:2]([F:11])([F:10])[C:3]1[CH:4]=[C:5]([CH2:8][OH:9])[S:6][CH:7]=1.[CH2:12]([C:14]1[N:18]([CH3:19])[C:17]2[CH:20]=[C:21]([N:24]3[CH:29]=[CH:28][C:27](O)=[CH:26][C:25]3=[O:31])[CH:22]=[CH:23][C:16]=2[N:15]=1)[CH3:13].N(C(OCCOC)=O)=NC(OCCOC)=O.C1C=CC(P(C2C=CC=CC=2)C2C=CC=CC=2)=CC=1. Product: [CH2:12]([C:14]1[N:18]([CH3:19])[C:17]2[CH:20]=[C:21]([N:24]3[CH:29]=[CH:28][C:27]([O:9][CH2:8][C:5]4[S:6][CH:7]=[C:3]([C:2]([F:10])([F:1])[F:11])[CH:4]=4)=[CH:26][C:25]3=[O:31])[CH:22]=[CH:23][C:16]=2[N:15]=1)[CH3:13]. The catalyst class is: 20. (4) Reactant: [C:1]([O:5][C:6]([NH:8][C@H:9]([C:20]([OH:22])=O)[CH2:10][C:11]1[C:19]2[C:14](=[CH:15][CH:16]=[CH:17][CH:18]=2)[NH:13][CH:12]=1)=[O:7])([CH3:4])([CH3:3])[CH3:2].[CH2:23]1[C:32]2[C:27](=[CH:28][CH:29]=[CH:30][CH:31]=2)[CH2:26][CH2:25][NH:24]1.OC1C2N=NNC=2C=CC=1.C(N(C(C)C)CC)(C)C.C(Cl)CCl. Product: [C:1]([O:5][C:6](=[O:7])[NH:8][CH:9]([CH2:10][C:11]1[C:19]2[C:14](=[CH:15][CH:16]=[CH:17][CH:18]=2)[NH:13][CH:12]=1)[C:20]([N:24]1[CH2:25][CH2:26][C:27]2[C:32](=[CH:31][CH:30]=[CH:29][CH:28]=2)[CH2:23]1)=[O:22])([CH3:2])([CH3:3])[CH3:4]. The catalyst class is: 1. (5) Reactant: [F:1][C:2]1[CH:3]=[CH:4][C:5]2[O:10][CH2:9][C:8](=[O:11])[N:7]([CH2:12][C@H:13]([CH3:16])[CH2:14]I)[C:6]=2[CH:17]=1.[CH2:18]([CH:22]1[CH2:28][CH:27]2[NH:29][CH:24]([CH2:25][CH2:26]2)[CH2:23]1)[CH2:19][CH2:20][CH3:21]. Product: [CH2:18]([CH:22]1[CH2:23][CH:24]2[N:29]([CH2:14][C@@H:13]([CH3:16])[CH2:12][N:7]3[C:6]4[CH:17]=[C:2]([F:1])[CH:3]=[CH:4][C:5]=4[O:10][CH2:9][C:8]3=[O:11])[CH:27]([CH2:26][CH2:25]2)[CH2:28]1)[CH2:19][CH2:20][CH3:21]. The catalyst class is: 243. (6) Reactant: [CH:1]1([C:7]2[CH:20]=[CH:19][C:10]([O:11][CH2:12][C@H:13]3[O:17][C:16]([NH2:18])=[N:15][CH2:14]3)=[CH:9][CH:8]=2)[CH2:6][CH2:5][CH2:4][CH2:3][CH2:2]1.C([O:23][C:24](=O)[C:25]#[C:26][CH2:27][OH:28])C. Product: [CH:1]1([C:7]2[CH:20]=[CH:19][C:10]([O:11][CH2:12][C@H:13]3[O:17][C:16]4=[N:18][C:24](=[O:23])[CH:25]=[C:26]([CH2:27][OH:28])[N:15]4[CH2:14]3)=[CH:9][CH:8]=2)[CH2:2][CH2:3][CH2:4][CH2:5][CH2:6]1. The catalyst class is: 16.